From a dataset of Catalyst prediction with 721,799 reactions and 888 catalyst types from USPTO. Predict which catalyst facilitates the given reaction. (1) Product: [NH:3]1[CH2:2][CH2:1][N:4]=[C:5]1[C:6]1[CH:12]=[CH:11][CH:10]=[CH:9][C:7]=1[SH:8]. Reactant: [CH2:1]([NH2:4])[CH2:2][NH2:3].[C:5](O)(=O)[C:6]1[C:7](=[CH:9][CH:10]=[CH:11][CH:12]=1)[SH:8].CO. The catalyst class is: 262. (2) Reactant: [NH2:1][C:2]1[CH:3]=[CH:4][C:5](Br)=[C:6]2[C:10]=1[C:9](=[O:11])[N:8]([CH3:12])[CH2:7]2.[CH3:14][N:15](C=O)C. Product: [NH2:1][C:2]1[C:10]2[C:9](=[O:11])[N:8]([CH3:12])[CH2:7][C:6]=2[C:5]([C:14]#[N:15])=[CH:4][CH:3]=1. The catalyst class is: 267. (3) Reactant: Cl[C:2]1[N:7]=[C:6]([C:8]2([S:21]([CH:24]3[CH2:26][CH2:25]3)(=[O:23])=[O:22])[CH2:13][CH2:12][N:11](C(OC(C)(C)C)=O)[CH2:10][CH2:9]2)[CH:5]=[C:4]([N:27]2[CH2:32][CH2:31][O:30][CH2:29][C@H:28]2[CH3:33])[N:3]=1.C(=O)([O-])[O-].[Na+].[Na+].[NH:40]1[C:48]2[C:43](=[C:44](B(O)O)[CH:45]=[CH:46][CH:47]=2)[CH:42]=[CH:41]1. Product: [CH:24]1([S:21]([C:8]2([C:6]3[CH:5]=[C:4]([N:27]4[CH2:32][CH2:31][O:30][CH2:29][C@H:28]4[CH3:33])[N:3]=[C:2]([C:44]4[CH:45]=[CH:46][CH:47]=[C:48]5[C:43]=4[CH:42]=[CH:41][NH:40]5)[N:7]=3)[CH2:9][CH2:10][NH:11][CH2:12][CH2:13]2)(=[O:22])=[O:23])[CH2:25][CH2:26]1. The catalyst class is: 600. (4) Reactant: [N+:1]([C:4]1[CH:5]=[N:6][N:7]([C:9]2[CH:14]=[CH:13][CH:12]=[CH:11][CH:10]=2)[CH:8]=1)([O-])=O.[OH-].[Na+]. The catalyst class is: 25. Product: [C:9]1([N:7]2[CH:8]=[C:4]([NH2:1])[CH:5]=[N:6]2)[CH:14]=[CH:13][CH:12]=[CH:11][CH:10]=1.